This data is from Catalyst prediction with 721,799 reactions and 888 catalyst types from USPTO. The task is: Predict which catalyst facilitates the given reaction. Reactant: [O:1]1[CH2:5][CH2:4][CH:3]([CH2:6][OH:7])[CH2:2]1.C(N(CC)CC)C.[C:15]1([CH3:25])[CH:20]=[CH:19][C:18]([S:21](Cl)(=[O:23])=[O:22])=[CH:17][CH:16]=1. Product: [CH3:25][C:15]1[CH:20]=[CH:19][C:18]([S:21]([O:7][CH2:6][CH:3]2[CH2:4][CH2:5][O:1][CH2:2]2)(=[O:23])=[O:22])=[CH:17][CH:16]=1. The catalyst class is: 4.